From a dataset of Catalyst prediction with 721,799 reactions and 888 catalyst types from USPTO. Predict which catalyst facilitates the given reaction. (1) Reactant: C[O:2][C:3](=[O:33])[CH2:4][CH2:5][CH2:6][CH2:7][CH2:8][CH2:9][N:10]1[C:14](=[O:15])[CH2:13][CH2:12][C@@H:11]1/[CH:16]=[CH:17]/[CH:18]([OH:32])[C:19]1[CH:20]=[C:21]([C:25]2[CH:30]=[CH:29][CH:28]=[CH:27][C:26]=2[CH3:31])[CH:22]=[CH:23][CH:24]=1. Product: [OH:32][CH:18]([C:19]1[CH:20]=[C:21]([C:25]2[CH:30]=[CH:29][CH:28]=[CH:27][C:26]=2[CH3:31])[CH:22]=[CH:23][CH:24]=1)/[CH:17]=[CH:16]/[C@H:11]1[CH2:12][CH2:13][C:14](=[O:15])[N:10]1[CH2:9][CH2:8][CH2:7][CH2:6][CH2:5][CH2:4][C:3]([OH:33])=[O:2]. The catalyst class is: 5. (2) Reactant: [NH2:1][CH:2]([CH2:10][C:11]1[CH:16]=[CH:15][C:14]([OH:17])=[C:13]([O:18][CH3:19])[CH:12]=1)[C:3]([O:5][C:6]([CH3:9])([CH3:8])[CH3:7])=[O:4].[C:20](Cl)(=[O:29])[O:21][CH2:22][C:23]1[CH:28]=[CH:27][CH:26]=[CH:25][CH:24]=1. Product: [CH2:22]([O:21][C:20]([NH:1][CH:2]([CH2:10][C:11]1[CH:16]=[CH:15][C:14]([OH:17])=[C:13]([O:18][CH3:19])[CH:12]=1)[C:3]([O:5][C:6]([CH3:7])([CH3:9])[CH3:8])=[O:4])=[O:29])[C:23]1[CH:28]=[CH:27][CH:26]=[CH:25][CH:24]=1. The catalyst class is: 2.